From a dataset of Full USPTO retrosynthesis dataset with 1.9M reactions from patents (1976-2016). Predict the reactants needed to synthesize the given product. (1) Given the product [CH2:6]([O:13][N:14]1[C:19](=[O:20])[C:18]2[CH:21]=[C:22]([F:26])[C:23]([N:1]3[CH2:5][CH2:4][CH2:3][CH2:2]3)=[N:24][C:17]=2[N:16]([C:27]2[CH:32]=[CH:31][CH:30]=[C:29]([C:33]([F:36])([F:35])[F:34])[CH:28]=2)[C:15]1=[O:37])[C:7]1[CH:8]=[CH:9][CH:10]=[CH:11][CH:12]=1, predict the reactants needed to synthesize it. The reactants are: [NH:1]1[CH2:5][CH2:4][CH2:3][CH2:2]1.[CH2:6]([O:13][N:14]1[C:19](=[O:20])[C:18]2[CH:21]=[C:22]([F:26])[C:23](Cl)=[N:24][C:17]=2[N:16]([C:27]2[CH:32]=[CH:31][CH:30]=[C:29]([C:33]([F:36])([F:35])[F:34])[CH:28]=2)[C:15]1=[O:37])[C:7]1[CH:12]=[CH:11][CH:10]=[CH:9][CH:8]=1.C(N(CC)CC)C. (2) Given the product [CH2:6]([O:5][C:3](=[O:4])[CH:2]([NH:19][C:18]1[CH:20]=[CH:21][CH:22]=[C:16]([S:15][CH3:14])[CH:17]=1)[C:8]1[CH:13]=[CH:12][CH:11]=[CH:10][CH:9]=1)[CH3:7], predict the reactants needed to synthesize it. The reactants are: Br[CH:2]([C:8]1[CH:13]=[CH:12][CH:11]=[CH:10][CH:9]=1)[C:3]([O:5][CH2:6][CH3:7])=[O:4].[CH3:14][S:15][C:16]1[CH:17]=[C:18]([CH:20]=[CH:21][CH:22]=1)[NH2:19].CCN(C(C)C)C(C)C. (3) Given the product [CH2:15]([C:18]1([O:24][Si:7]([C:10]([CH3:13])([CH3:12])[CH3:11])([CH3:9])[CH3:8])[CH2:23][CH2:22][CH2:21][CH2:20][CH2:19]1)[CH:16]=[CH2:17], predict the reactants needed to synthesize it. The reactants are: N1C=CC=CC=1.[Si:7](Cl)([C:10]([CH3:13])([CH3:12])[CH3:11])([CH3:9])[CH3:8].[CH2:15]([C:18]1([OH:24])[CH2:23][CH2:22][CH2:21][CH2:20][CH2:19]1)[CH:16]=[CH2:17].O([Si](C(C)(C)C)(C)C)S(C(F)(F)F)(=O)=O. (4) Given the product [Br:1][C:2]1[CH:7]=[CH:6][CH:5]=[C:4]([O:8][CH2:16][CH2:15][CH:9]2[CH2:14][CH2:13][CH2:12][CH2:11][CH2:10]2)[CH:3]=1, predict the reactants needed to synthesize it. The reactants are: [Br:1][C:2]1[CH:3]=[C:4]([OH:8])[CH:5]=[CH:6][CH:7]=1.[CH:9]1([CH2:15][CH2:16]C2C=CC=CC=2O)[CH2:14][CH2:13][CH2:12][CH2:11][CH2:10]1.C1(P(C2C=CC=CC=2)C2C=CC=CC=2)C=CC=CC=1.N(C(OCC)=O)=NC(OCC)=O.C1(C)C=CC=CC=1. (5) The reactants are: [CH2:1]([O:8][C:9]1[CH:24]=[CH:23][C:12]([O:13][C:14]2[CH:19]=[CH:18][C:17]([N+:20]([O-])=O)=[CH:16][N:15]=2)=[CH:11][CH:10]=1)[C:2]1[CH:7]=[CH:6][CH:5]=[CH:4][CH:3]=1.C(O)(=O)C. Given the product [CH2:1]([O:8][C:9]1[CH:24]=[CH:23][C:12]([O:13][C:14]2[N:15]=[CH:16][C:17]([NH2:20])=[CH:18][CH:19]=2)=[CH:11][CH:10]=1)[C:2]1[CH:3]=[CH:4][CH:5]=[CH:6][CH:7]=1, predict the reactants needed to synthesize it. (6) Given the product [CH3:23][C:24]1[N:25]=[C:26]([N:32]2[CH2:36][CH2:35][N:34]([CH2:37][C:38]3[CH:39]=[CH:40][C:41]([O:44][C:45]([F:46])([F:47])[F:48])=[CH:42][CH:43]=3)[C:33]2=[O:49])[S:27][C:28]=1[C:29]([NH:50][CH2:51][CH2:52][C:53]1[CH:54]=[N:55][CH:56]=[CH:57][CH:58]=1)=[O:30], predict the reactants needed to synthesize it. The reactants are: C(N1CCN(C2SC(C(O)=O)=C(C)N=2)C1=O)C1C=CC=CC=1.[CH3:23][C:24]1[N:25]=[C:26]([N:32]2[CH2:36][CH2:35][N:34]([CH2:37][C:38]3[CH:43]=[CH:42][C:41]([O:44][C:45]([F:48])([F:47])[F:46])=[CH:40][CH:39]=3)[C:33]2=[O:49])[S:27][C:28]=1[C:29](O)=[O:30].[NH2:50][CH2:51][CH2:52][C:53]1[CH:54]=[N:55][CH:56]=[CH:57][CH:58]=1. (7) The reactants are: [F:1][C:2]1[C:10]([F:11])=[C:9]([F:12])[C:8]([F:13])=[C:7]2[C:3]=1[C:4]([C:14]([OH:16])=O)=[CH:5][NH:6]2.[NH2:17][CH:18]1[CH2:23][CH2:22][O:21][CH2:20][CH:19]1[OH:24]. Given the product [OH:24][CH:19]1[CH:18]([NH:17][C:14]([C:4]2[C:3]3[C:7](=[C:8]([F:13])[C:9]([F:12])=[C:10]([F:11])[C:2]=3[F:1])[NH:6][CH:5]=2)=[O:16])[CH2:23][CH2:22][O:21][CH2:20]1, predict the reactants needed to synthesize it.